This data is from Full USPTO retrosynthesis dataset with 1.9M reactions from patents (1976-2016). The task is: Predict the reactants needed to synthesize the given product. (1) Given the product [CH:2]([NH:4][CH2:6][C:7]([O:9][CH2:10][CH3:11])=[O:8])([CH3:3])[CH3:1], predict the reactants needed to synthesize it. The reactants are: [CH3:1][CH:2]([NH2:4])[CH3:3].Cl[CH2:6][C:7]([O:9][CH2:10][CH3:11])=[O:8]. (2) Given the product [NH2:23][CH:18]([C:15]1[CH:16]=[CH:17][C:12]([C:6]2[C:5]([C:30]3[CH:35]=[CH:34][CH:33]=[CH:32][CH:31]=3)=[CH:4][C:3]3[C:2](=[O:37])[NH:11][CH:10]=[CH:9][C:8]=3[N:7]=2)=[CH:13][CH:14]=1)[CH2:19][N+:20]([O-:22])=[O:21], predict the reactants needed to synthesize it. The reactants are: Cl[C:2]1[N:11]=[CH:10][CH:9]=[C:8]2[C:3]=1[CH:4]=[C:5]([C:30]1[CH:35]=[CH:34][CH:33]=[CH:32][CH:31]=1)[C:6]([C:12]1[CH:17]=[CH:16][C:15]([CH:18]([NH:23]S(C(C)(C)C)=O)[CH2:19][N+:20]([O-:22])=[O:21])=[CH:14][CH:13]=1)=[N:7]2.C(O)(C(F)(F)F)=[O:37]. (3) Given the product [F:24][C:2]([F:1])([F:23])[C:3]1[CH:18]=[C:17]([C:19]([F:22])([F:21])[F:20])[CH:16]=[CH:15][C:4]=1[CH2:5][N:6]1[CH2:12][CH2:11][CH2:10][CH:9]([CH:13]=[O:14])[CH2:8][CH2:7]1, predict the reactants needed to synthesize it. The reactants are: [F:1][C:2]([F:24])([F:23])[C:3]1[CH:18]=[C:17]([C:19]([F:22])([F:21])[F:20])[CH:16]=[CH:15][C:4]=1[CH2:5][N:6]1[CH2:12][CH2:11][CH2:10][CH:9]([CH2:13][OH:14])[CH2:8][CH2:7]1.C(N(CC)CC)C.O. (4) Given the product [Si:1]([O:8][CH2:9][C:10]1([CH3:38])[S:16][CH2:15][CH2:14][N:13]2[C:17]([C:20]3([C:23]4[CH:24]=[CH:25][C:26]([C:40]5[C:45]([Cl:46])=[CH:44][CH:43]=[CH:42][N:41]=5)=[CH:27][CH:28]=4)[CH2:21][CH2:22]3)=[N:18][N:19]=[C:12]2[CH2:11]1)([C:4]([CH3:7])([CH3:6])[CH3:5])([CH3:3])[CH3:2], predict the reactants needed to synthesize it. The reactants are: [Si:1]([O:8][CH2:9][C:10]1([CH3:38])[S:16][CH2:15][CH2:14][N:13]2[C:17]([C:20]3([C:23]4[CH:28]=[CH:27][C:26](B5OC(C)(C)C(C)(C)O5)=[CH:25][CH:24]=4)[CH2:22][CH2:21]3)=[N:18][N:19]=[C:12]2[CH2:11]1)([C:4]([CH3:7])([CH3:6])[CH3:5])([CH3:3])[CH3:2].Br[C:40]1[C:45]([Cl:46])=[CH:44][CH:43]=[CH:42][N:41]=1.C(=O)([O-])[O-].[K+].[K+].C(=O)([O-])O.[Na+]. (5) Given the product [C:17]([O:16][C:14]([N:21]1[CH2:26][CH2:25][CH2:24][C:23]([C:9]2[CH:10]=[CH:11][CH:12]=[C:7]([Br:6])[CH:8]=2)([OH:27])[CH2:22]1)=[O:15])([CH3:20])([CH3:18])[CH3:19], predict the reactants needed to synthesize it. The reactants are: C([Li])CCC.[Br:6][C:7]1[CH:12]=[CH:11][CH:10]=[C:9](I)[CH:8]=1.[C:14]([N:21]1[CH2:26][CH2:25][CH2:24][C:23](=[O:27])[CH2:22]1)([O:16][C:17]([CH3:20])([CH3:19])[CH3:18])=[O:15].